This data is from Full USPTO retrosynthesis dataset with 1.9M reactions from patents (1976-2016). The task is: Predict the reactants needed to synthesize the given product. (1) Given the product [CH2:1]([N:3]1[C:12]2[C:7](=[N:8][CH:9]=[C:10]([CH2:13][C:14]3[CH:19]=[CH:18][C:17]([F:20])=[CH:16][CH:15]=3)[CH:11]=2)[C:6]([OH:21])=[C:5]([C:22]([NH:28][C@@H:29]([CH3:32])[CH2:30][OH:31])=[O:23])[C:4]1=[O:27])[CH3:2], predict the reactants needed to synthesize it. The reactants are: [CH2:1]([N:3]1[C:12]2[C:7](=[N:8][CH:9]=[C:10]([CH2:13][C:14]3[CH:19]=[CH:18][C:17]([F:20])=[CH:16][CH:15]=3)[CH:11]=2)[C:6]([OH:21])=[C:5]([C:22](OCC)=[O:23])[C:4]1=[O:27])[CH3:2].[NH2:28][C@@H:29]([CH3:32])[CH2:30][OH:31]. (2) Given the product [NH2:7][C:8]1[CH:17]=[CH:16][CH:15]=[C:14]([F:18])[C:9]=1[CH2:10][OH:11], predict the reactants needed to synthesize it. The reactants are: [H-].[Al+3].[Li+].[H-].[H-].[H-].[NH2:7][C:8]1[CH:17]=[CH:16][CH:15]=[C:14]([F:18])[C:9]=1[C:10](OC)=[O:11].O.